Dataset: NCI-60 drug combinations with 297,098 pairs across 59 cell lines. Task: Regression. Given two drug SMILES strings and cell line genomic features, predict the synergy score measuring deviation from expected non-interaction effect. (1) Drug 1: CC1=C2C(C(=O)C3(C(CC4C(C3C(C(C2(C)C)(CC1OC(=O)C(C(C5=CC=CC=C5)NC(=O)OC(C)(C)C)O)O)OC(=O)C6=CC=CC=C6)(CO4)OC(=O)C)OC)C)OC. Drug 2: COC1=C2C(=CC3=C1OC=C3)C=CC(=O)O2. Cell line: UO-31. Synergy scores: CSS=39.7, Synergy_ZIP=2.12, Synergy_Bliss=1.79, Synergy_Loewe=-55.6, Synergy_HSA=0.606. (2) Drug 1: CC1OCC2C(O1)C(C(C(O2)OC3C4COC(=O)C4C(C5=CC6=C(C=C35)OCO6)C7=CC(=C(C(=C7)OC)O)OC)O)O. Drug 2: CN1C(=O)N2C=NC(=C2N=N1)C(=O)N. Cell line: HL-60(TB). Synergy scores: CSS=59.4, Synergy_ZIP=3.60, Synergy_Bliss=5.73, Synergy_Loewe=-31.2, Synergy_HSA=2.96. (3) Drug 1: C1=NC2=C(N1)C(=S)N=C(N2)N. Drug 2: CC(C)(C#N)C1=CC(=CC(=C1)CN2C=NC=N2)C(C)(C)C#N. Cell line: MDA-MB-231. Synergy scores: CSS=23.8, Synergy_ZIP=-8.67, Synergy_Bliss=-4.68, Synergy_Loewe=-4.39, Synergy_HSA=-4.07. (4) Drug 1: C1=CC(=CC=C1CCCC(=O)O)N(CCCl)CCCl. Drug 2: C1=NC2=C(N1)C(=S)N=CN2. Cell line: HOP-62. Synergy scores: CSS=26.7, Synergy_ZIP=-14.8, Synergy_Bliss=-19.1, Synergy_Loewe=-18.9, Synergy_HSA=-15.3. (5) Drug 1: CC1=C2C(C(=O)C3(C(CC4C(C3C(C(C2(C)C)(CC1OC(=O)C(C(C5=CC=CC=C5)NC(=O)C6=CC=CC=C6)O)O)OC(=O)C7=CC=CC=C7)(CO4)OC(=O)C)O)C)OC(=O)C. Drug 2: CS(=O)(=O)OCCCCOS(=O)(=O)C. Cell line: PC-3. Synergy scores: CSS=15.6, Synergy_ZIP=-8.04, Synergy_Bliss=-8.11, Synergy_Loewe=-7.58, Synergy_HSA=-6.97.